From a dataset of Peptide-MHC class II binding affinity with 134,281 pairs from IEDB. Regression. Given a peptide amino acid sequence and an MHC pseudo amino acid sequence, predict their binding affinity value. This is MHC class II binding data. (1) The peptide sequence is GIDTNAYYVMTVGTKTFL. The MHC is DRB1_0101 with pseudo-sequence DRB1_0101. The binding affinity (normalized) is 0.548. (2) The peptide sequence is VQAPVGAITTIEDPV. The MHC is HLA-DQA10102-DQB10602 with pseudo-sequence HLA-DQA10102-DQB10602. The binding affinity (normalized) is 0.109. (3) The peptide sequence is AGCQTYKWETFLTSE. The MHC is HLA-DQA10102-DQB10502 with pseudo-sequence HLA-DQA10102-DQB10502. The binding affinity (normalized) is 0.167.